Dataset: Reaction yield outcomes from USPTO patents with 853,638 reactions. Task: Predict the reaction yield, written as a fraction of the theoretical maximum amount of product (1.0 means a 100% yield; for example, 0.34 means a 34% yield). (1) The reactants are P12(SP3(SP(SP(S3)(S1)=S)(=S)S2)=S)=[S:2].[CH:15]([NH2:17])=O.Br[CH2:19][C:20]([C:22]1[CH:27]=[C:26]([O:28][CH3:29])[C:25]([Br:30])=[C:24]([O:31][CH3:32])[CH:23]=1)=O.C([O-])([O-])=O.[Na+].[Na+]. The catalyst is O.O1CCOCC1. The product is [Br:30][C:25]1[C:26]([O:28][CH3:29])=[CH:27][C:22]([C:20]2[N:17]=[CH:15][S:2][CH:19]=2)=[CH:23][C:24]=1[O:31][CH3:32]. The yield is 0.730. (2) The reactants are Cl.[OH:2][C:3]1[CH:4]=[C:5]2[C:10](=[CH:11][CH:12]=1)[CH2:9][NH:8][CH:7]([C:13]([O:15][CH3:16])=[O:14])[CH2:6]2.[C:17]([Si:21](Cl)([CH3:23])[CH3:22])([CH3:20])([CH3:19])[CH3:18]. No catalyst specified. The product is [Si:21]([O:2][C:3]1[CH:4]=[C:5]2[C:10](=[CH:11][CH:12]=1)[CH2:9][NH:8][CH:7]([C:13]([O:15][CH3:16])=[O:14])[CH2:6]2)([C:17]([CH3:20])([CH3:19])[CH3:18])([CH3:23])[CH3:22]. The yield is 0.830. (3) The reactants are [Br:1][C:2]1[C:10]2[C:5](=[N:6][CH:7]=[C:8]3[C:13](=[O:14])[N:12]([CH2:15][CH2:16][C:17]4[CH:22]=[CH:21][CH:20]=[CH:19][CH:18]=4)[C:11](=[O:23])[C:9]3=2)[NH:4][N:3]=1.C(=O)([O-])[O-].[Cs+].[Cs+].[I-].[Na+].[CH3:32][O:33][C:34]1[CH:41]=[CH:40][C:37]([CH2:38]Cl)=[CH:36][CH:35]=1. The catalyst is CN(C)C=O. The product is [Br:1][C:2]1[C:10]2[C:5](=[N:6][CH:7]=[C:8]3[C:13](=[O:14])[N:12]([CH2:15][CH2:16][C:17]4[CH:18]=[CH:19][CH:20]=[CH:21][CH:22]=4)[C:11](=[O:23])[C:9]3=2)[N:4]([CH2:38][C:37]2[CH:40]=[CH:41][C:34]([O:33][CH3:32])=[CH:35][CH:36]=2)[N:3]=1. The yield is 0.600.